Dataset: Catalyst prediction with 721,799 reactions and 888 catalyst types from USPTO. Task: Predict which catalyst facilitates the given reaction. (1) Reactant: C([NH:4][C:5]1[C:14]([N+:15]([O-:17])=[O:16])=[CH:13][C:8]([C:9]([O:11]C)=[O:10])=[C:7]([O:18][CH3:19])[CH:6]=1)(=O)C.[OH-].[Na+]. Product: [NH2:4][C:5]1[C:14]([N+:15]([O-:17])=[O:16])=[CH:13][C:8]([C:9]([OH:11])=[O:10])=[C:7]([O:18][CH3:19])[CH:6]=1. The catalyst class is: 8. (2) Reactant: CN(C)C(=O)C.P([O-])([O-])([O-])=O.[K+].[K+].[K+].[CH3:15][O:16][C:17]([CH:19]1[CH2:24][CH2:23][CH:22]([C:25]2[CH:30]=[CH:29][C:28](Br)=[CH:27][CH:26]=2)[CH2:21][CH2:20]1)=[O:18].[CH2:32]([CH:35]1[CH2:40][CH2:39][CH:38]([CH:41]=[CH2:42])[CH2:37][CH2:36]1)[CH2:33][CH3:34]. Product: [CH3:15][O:16][C:17]([CH:19]1[CH2:24][CH2:23][CH:22]([C:25]2[CH:30]=[CH:29][C:28]([CH:42]=[CH:41][CH:38]3[CH2:39][CH2:40][CH:35]([CH2:32][CH2:33][CH3:34])[CH2:36][CH2:37]3)=[CH:27][CH:26]=2)[CH2:21][CH2:20]1)=[O:18]. The catalyst class is: 713. (3) Reactant: Br[C:2]1[CH:14]=[CH:13][CH:12]=[CH:11][C:3]=1[O:4][C:5]1[CH:10]=[CH:9][N:8]=[CH:7][CH:6]=1.[CH3:15][O:16][C:17]1[CH:42]=[CH:41][C:20]([CH2:21][N:22]([C:36]2[S:37][CH:38]=[CH:39][N:40]=2)[S:23]([C:26]2[CH:27]=[CH:28][C:29]3[NH:34][CH2:33][CH2:32][O:31][C:30]=3[CH:35]=2)(=[O:25])=[O:24])=[CH:19][CH:18]=1.CC(C)([O-])C.[Na+].CC1(C)C2C(=C(P(C3C=CC=CC=3)C3C=CC=CC=3)C=CC=2)OC2C(P(C3C=CC=CC=3)C3C=CC=CC=3)=CC=CC1=2.BrC1N=C(N(CC2C=CC(OC)=CC=2)S(C2C=CC3N(C4C=CC(C(F)(F)F)=CC=4Cl)CCOC=3C=2)(=O)=O)SN=1. Product: [CH3:15][O:16][C:17]1[CH:18]=[CH:19][C:20]([CH2:21][N:22]([C:36]2[S:37][CH:38]=[CH:39][N:40]=2)[S:23]([C:26]2[CH:27]=[CH:28][C:29]3[N:34]([C:2]4[CH:14]=[CH:13][CH:12]=[CH:11][C:3]=4[O:4][C:5]4[CH:10]=[CH:9][N:8]=[CH:7][CH:6]=4)[CH2:33][CH2:32][O:31][C:30]=3[CH:35]=2)(=[O:25])=[O:24])=[CH:41][CH:42]=1. The catalyst class is: 260. (4) Reactant: [CH2:1]([O:3][C:4]([C:6]1[S:10][C:9]([N:11]([C:18]([O:20][C:21]([CH3:24])([CH3:23])[CH3:22])=[O:19])[C:12]2[CH:17]=[CH:16][CH:15]=[CH:14][CH:13]=2)=[N:8][C:7]=1[CH3:25])=[O:5])[CH3:2].[Br:26]N1C(=O)CCC1=O. Product: [CH2:1]([O:3][C:4]([C:6]1[S:10][C:9]([N:11]([C:18]([O:20][C:21]([CH3:24])([CH3:23])[CH3:22])=[O:19])[C:12]2[CH:13]=[CH:14][CH:15]=[CH:16][CH:17]=2)=[N:8][C:7]=1[CH2:25][Br:26])=[O:5])[CH3:2]. The catalyst class is: 340. (5) Reactant: [CH3:1][CH:2]1[O:7][C:6]2[CH:8]=[CH:9][C:10]([N+:12]([O-:14])=[O:13])=[CH:11][C:5]=2[NH:4][C:3]1=O.CO.Cl. Product: [CH3:1][CH:2]1[O:7][C:6]2[CH:8]=[CH:9][C:10]([N+:12]([O-:14])=[O:13])=[CH:11][C:5]=2[NH:4][CH2:3]1. The catalyst class is: 7. (6) Reactant: S([O:8][S:9]([C:12]([F:15])([F:14])[F:13])(=[O:11])=[O:10])(C(F)(F)F)(=O)=O.[CH2:16]([NH:23][CH2:24][CH2:25]O)[C:17]1[CH:22]=[CH:21][CH:20]=[CH:19][CH:18]=1.C(N(C(C)C)CC)(C)C. Product: [CH2:16]([N:23]([S:9]([C:12]([F:15])([F:14])[F:13])(=[O:10])=[O:8])[CH2:24][CH2:25][O:8][S:9]([C:12]([F:13])([F:14])[F:15])(=[O:10])=[O:11])[C:17]1[CH:22]=[CH:21][CH:20]=[CH:19][CH:18]=1. The catalyst class is: 2. (7) Reactant: [NH2:1][CH2:2][CH2:3][N:4]([CH2:14][CH:15]1[CH2:20][CH2:19][CH2:18][CH2:17][CH2:16]1)[S:5]([C:8]1[CH:13]=[CH:12][CH:11]=[CH:10][N:9]=1)(=[O:7])=[O:6].[F:21][C:22]1[CH:23]=[C:24]([CH:27]=[CH:28][C:29]=1F)[C:25]#[N:26].CCN(C(C)C)C(C)C.O. Product: [C:25]([C:24]1[CH:27]=[CH:28][C:29]([NH:1][CH2:2][CH2:3][N:4]([CH2:14][CH:15]2[CH2:20][CH2:19][CH2:18][CH2:17][CH2:16]2)[S:5]([C:8]2[CH:13]=[CH:12][CH:11]=[CH:10][N:9]=2)(=[O:7])=[O:6])=[C:22]([F:21])[CH:23]=1)#[N:26]. The catalyst class is: 16. (8) Reactant: [Br:1][C:2]1[C:3]([O:19][CH2:20][CH:21]=[CH2:22])=[CH:4][C:5]([Cl:18])=[C:6]([CH:8]([C:10]2[CH:15]=[CH:14][C:13]([O:16][CH3:17])=[CH:12][CH:11]=2)O)[CH:7]=1.[SiH](CC)(CC)CC.C(=O)(O)[O-].[Na+]. Product: [Br:1][C:2]1[CH:7]=[C:6]([CH2:8][C:10]2[CH:11]=[CH:12][C:13]([O:16][CH3:17])=[CH:14][CH:15]=2)[C:5]([Cl:18])=[CH:4][C:3]=1[O:19][CH2:20][CH:21]=[CH2:22]. The catalyst class is: 22. (9) Reactant: Cl[C:2]1[N:3]=[C:4]([N:11]2[CH2:16][CH2:15][O:14][CH2:13][CH2:12]2)[C:5]2[S:10][CH:9]=[CH:8][C:6]=2[N:7]=1.[CH3:17][C:18]1[NH:19][C:20]2[CH:26]=[CH:25][CH:24]=[CH:23][C:21]=2[N:22]=1. Product: [CH3:17][C:18]1[N:22]([C:2]2[N:3]=[C:4]([N:11]3[CH2:16][CH2:15][O:14][CH2:13][CH2:12]3)[C:5]3[S:10][CH:9]=[CH:8][C:6]=3[N:7]=2)[C:21]2[CH:23]=[CH:24][CH:25]=[CH:26][C:20]=2[N:19]=1. The catalyst class is: 6.